This data is from NCI-60 drug combinations with 297,098 pairs across 59 cell lines. The task is: Regression. Given two drug SMILES strings and cell line genomic features, predict the synergy score measuring deviation from expected non-interaction effect. Drug 1: C1=CC(=CC=C1CCCC(=O)O)N(CCCl)CCCl. Drug 2: CCCS(=O)(=O)NC1=C(C(=C(C=C1)F)C(=O)C2=CNC3=C2C=C(C=N3)C4=CC=C(C=C4)Cl)F. Cell line: MDA-MB-435. Synergy scores: CSS=11.6, Synergy_ZIP=-6.02, Synergy_Bliss=-6.29, Synergy_Loewe=-31.7, Synergy_HSA=-6.57.